This data is from hERG Central: cardiac toxicity at 1µM, 10µM, and general inhibition. The task is: Predict hERG channel inhibition at various concentrations. The compound is O=C(COC(=O)CNC(=O)c1ccc([N+](=O)[O-])o1)Nc1ncc(Cl)cc1Cl. Results: hERG_inhib (hERG inhibition (general)): blocker.